Predict the reactants needed to synthesize the given product. From a dataset of Full USPTO retrosynthesis dataset with 1.9M reactions from patents (1976-2016). (1) Given the product [C:23]([OH:26])(=[O:25])[CH3:24].[F:1][C:2]1[CH:19]=[CH:18][CH:17]=[CH:16][C:3]=1[CH2:4][N:5]1[C:9]2=[N:10][CH:11]=[N:12][CH:13]=[C:8]2[C:7]([C:14](=[NH:28])[NH2:15])=[N:6]1, predict the reactants needed to synthesize it. The reactants are: [F:1][C:2]1[CH:19]=[CH:18][CH:17]=[CH:16][C:3]=1[CH2:4][N:5]1[C:9]2=[N:10][CH:11]=[N:12][CH:13]=[C:8]2[C:7]([C:14]#[N:15])=[N:6]1.C[O-].[Na+].[C:23]([OH:26])(=[O:25])[CH3:24].[Cl-].[NH4+:28]. (2) Given the product [CH3:8][C@H:6]1[O:7][C@@H:2]([CH3:1])[CH2:3][N:4]([CH2:9][CH2:10][NH:11][C:12]([NH:14][C:15]2[S:16][C:17]3[CH:23]=[C:22]([SH:24])[CH:21]=[CH:20][C:18]=3[N:19]=2)=[O:13])[CH2:5]1, predict the reactants needed to synthesize it. The reactants are: [CH3:1][C@H:2]1[O:7][C@@H:6]([CH3:8])[CH2:5][N:4]([CH2:9][CH2:10][NH:11][C:12]([NH:14][C:15]2[S:16][C:17]3[CH:23]=[C:22]([S:24]C#N)[CH:21]=[CH:20][C:18]=3[N:19]=2)=[O:13])[CH2:3]1.SCC(C(CS)O)O.